From a dataset of Reaction yield outcomes from USPTO patents with 853,638 reactions. Predict the reaction yield, written as a fraction of the theoretical maximum amount of product (1.0 means a 100% yield; for example, 0.34 means a 34% yield). (1) The product is [CH3:1][O:2][C:3](=[O:47])[NH:4][CH:5]([C:9]([N:11]1[CH2:15][CH2:14][CH2:13][CH:12]1[C:16]1[NH:17][C:18]([C:21]2[CH:30]=[CH:29][C:28]3[C:23](=[CH:24][CH:25]=[C:26]([C:31]4[CH:36]=[CH:35][C:34]([C:37]5[NH:38][C:39]([C@@H:42]6[CH2:46][CH2:45][CH2:44][N:43]6[C:54](=[O:55])[CH:53]([NH:52][C:50]([O:49][CH3:48])=[O:51])[C:57]6[CH:62]=[CH:61][CH:60]=[CH:59][CH:58]=6)=[N:40][CH:41]=5)=[CH:33][CH:32]=4)[CH:27]=3)[CH:22]=2)=[CH:19][N:20]=1)=[O:10])[CH:6]([CH3:8])[CH3:7]. The reactants are [CH3:1][O:2][C:3](=[O:47])[NH:4][CH:5]([C:9]([N:11]1[CH2:15][CH2:14][CH2:13][CH:12]1[C:16]1[NH:17][C:18]([C:21]2[CH:30]=[CH:29][C:28]3[C:23](=[CH:24][CH:25]=[C:26]([C:31]4[CH:36]=[CH:35][C:34]([C:37]5[NH:38][C:39]([CH:42]6[CH2:46][CH2:45][CH2:44][NH:43]6)=[N:40][CH:41]=5)=[CH:33][CH:32]=4)[CH:27]=3)[CH:22]=2)=[CH:19][N:20]=1)=[O:10])[CH:6]([CH3:8])[CH3:7].[CH3:48][O:49][C:50]([NH:52][C@@H:53]([C:57]1[CH:62]=[CH:61][CH:60]=[CH:59][CH:58]=1)[C:54](O)=[O:55])=[O:51].CN(C(ON1N=NC2C=CC=NC1=2)=[N+](C)C)C.F[P-](F)(F)(F)(F)F.[O-]P([O-])([O-])=O.[K+].[K+].[K+]. The yield is 0.650. The catalyst is C(Cl)Cl. (2) The reactants are [Cl:1][C:2]1[CH:7]=[C:6]([NH2:8])[N:5]2[N:9]=[CH:10][CH:11]=[C:4]2[N:3]=1.[C:12](O[C:12]([O:14][C:15]([CH3:18])([CH3:17])[CH3:16])=[O:13])([O:14][C:15]([CH3:18])([CH3:17])[CH3:16])=[O:13].C(N(CC)CC)C. The catalyst is CN(C1C=CN=CC=1)C.C(Cl)Cl. The product is [Cl:1][C:2]1[CH:7]=[C:6]([NH:8][C:12](=[O:13])[O:14][C:15]([CH3:18])([CH3:17])[CH3:16])[N:5]2[N:9]=[CH:10][CH:11]=[C:4]2[N:3]=1. The yield is 0.980. (3) The reactants are [CH3:1][C@H:2]([CH2:7][C:8]1[S:9][C:10]([C:13]2[CH:18]=[C:17]([NH:19][C:20]3[N:25]=[C:24]([C:26]([F:29])([F:28])[F:27])[CH:23]=[CH:22][N:21]=3)[CH:16]=[C:15]([CH3:30])[CH:14]=2)=[CH:11][N:12]=1)[C:3]([O:5][CH3:6])=[O:4].C(N(CC)CC)C.[CH3:38][C:39]([O:42][C:43](O[C:43]([O:42][C:39]([CH3:41])([CH3:40])[CH3:38])=[O:44])=[O:44])([CH3:41])[CH3:40]. The catalyst is CN(C1C=CN=CC=1)C.C1COCC1.O. The product is [C:39]([O:42][C:43]([N:19]([C:20]1[N:25]=[C:24]([C:26]([F:29])([F:27])[F:28])[CH:23]=[CH:22][N:21]=1)[C:17]1[CH:18]=[C:13]([C:10]2[S:9][C:8]([CH2:7][C@@H:2]([CH3:1])[C:3]([O:5][CH3:6])=[O:4])=[N:12][CH:11]=2)[CH:14]=[C:15]([CH3:30])[CH:16]=1)=[O:44])([CH3:41])([CH3:40])[CH3:38]. The yield is 0.980. (4) The reactants are CC(C)([O-])C.[Na+].Br[C:8]1[CH:37]=[CH:36][C:11]([CH2:12][NH:13][C:14](=[O:35])[C:15]2[CH:20]=[CH:19][C:18]([C:21]3[O:22][C:23]4[C:29]([CH:30]([CH3:32])[CH3:31])=[CH:28][C:27]([C:33]#[N:34])=[CH:26][C:24]=4[N:25]=3)=[CH:17][CH:16]=2)=[CH:10][CH:9]=1.[F:38][C:39]([F:52])([F:51])[C:40]1[CH:45]=[CH:44][C:43]([CH:46]2[CH2:50][CH2:49][NH:48][CH2:47]2)=[CH:42][CH:41]=1.CC(C)=O. The catalyst is C1(C)C=CC=CC=1. The product is [C:33]([C:27]1[CH:28]=[C:29]([CH:30]([CH3:32])[CH3:31])[C:23]2[O:22][C:21]([C:18]3[CH:19]=[CH:20][C:15]([C:14]([NH:13][CH2:12][C:11]4[CH:36]=[CH:37][C:8]([N:48]5[CH2:49][CH2:50][CH:46]([C:43]6[CH:44]=[CH:45][C:40]([C:39]([F:38])([F:51])[F:52])=[CH:41][CH:42]=6)[CH2:47]5)=[CH:9][CH:10]=4)=[O:35])=[CH:16][CH:17]=3)=[N:25][C:24]=2[CH:26]=1)#[N:34]. The yield is 0.530.